Dataset: Forward reaction prediction with 1.9M reactions from USPTO patents (1976-2016). Task: Predict the product of the given reaction. (1) Given the reactants CC(C)([O-])C.[K+].[OH:7][CH:8]1[CH2:13][CH2:12][O:11][CH2:10][CH2:9]1.F[C:15]1[CH:24]=[C:23]([F:25])[CH:22]=[C:21]2[C:16]=1[C:17](=[O:26])[NH:18][CH:19]=[N:20]2.O, predict the reaction product. The product is: [F:25][C:23]1[CH:22]=[C:21]2[C:16]([C:17](=[O:26])[NH:18][CH:19]=[N:20]2)=[C:15]([O:7][CH:8]2[CH2:13][CH2:12][O:11][CH2:10][CH2:9]2)[CH:24]=1. (2) Given the reactants Br[CH2:2][CH:3]([C:20]1[CH:25]=[CH:24][CH:23]=[C:22]([O:26][CH3:27])[CH:21]=1)[O:4][CH2:5][CH2:6][NH:7][S:8]([C:11]1[CH:16]=[CH:15][C:14]([N+:17]([O-:19])=[O:18])=[CH:13][CH:12]=1)(=[O:10])=[O:9].C(=O)([O-])[O-].[K+].[K+], predict the reaction product. The product is: [CH3:27][O:26][C:22]1[CH:21]=[C:20]([CH:3]2[O:4][CH2:5][CH2:6][N:7]([S:8]([C:11]3[CH:16]=[CH:15][C:14]([N+:17]([O-:19])=[O:18])=[CH:13][CH:12]=3)(=[O:10])=[O:9])[CH2:2]2)[CH:25]=[CH:24][CH:23]=1. (3) The product is: [NH:43]1[C:44]2[C:49](=[CH:48][CH:47]=[CH:46][CH:45]=2)[C:41]([C:11]2[N:12]=[C:7]([N:1]3[CH2:6][CH2:5][O:4][CH2:3][CH2:2]3)[C:8]3[N:28]=[C:27]([CH2:29][N:30]4[CH2:31][CH:32]([N:34]5[CH2:39][CH2:38][O:37][CH2:36][CH2:35]5)[CH2:33]4)[S:26][C:9]=3[N:10]=2)=[N:42]1. Given the reactants [N:1]1([C:7]2[C:8]3[N:28]=[C:27]([CH2:29][N:30]4[CH2:33][CH:32]([N:34]5[CH2:39][CH2:38][O:37][CH2:36][CH2:35]5)[CH2:31]4)[S:26][C:9]=3[N:10]=[C:11]([Sn](CCCC)(CCCC)CCCC)[N:12]=2)[CH2:6][CH2:5][O:4][CH2:3][CH2:2]1.I[C:41]1[C:49]2[C:44](=[CH:45][CH:46]=[CH:47][CH:48]=2)[NH:43][N:42]=1, predict the reaction product. (4) Given the reactants C[Si](C)(C)[NH:3][Si](C)(C)C.C([Li])CCC.[Cl:15][C:16]1[CH:23]=[CH:22][CH:21]=[CH:20][C:17]=1[C:18]#[N:19].Cl, predict the reaction product. The product is: [Cl:15][C:16]1[CH:23]=[CH:22][CH:21]=[CH:20][C:17]=1[C:18](=[NH:3])[NH2:19]. (5) Given the reactants [ClH:1].N[C@H](C(NC(C1CC1)C(OC)=O)=O)C.C(OC([NH:23][CH:24]([CH2:34][CH3:35])[C:25]([NH:27][C@H:28]([C:30]([O:32][CH3:33])=[O:31])[CH3:29])=[O:26])=O)(C)(C)C, predict the reaction product. The product is: [ClH:1].[NH2:23][CH:24]([CH2:34][CH3:35])[C:25]([NH:27][C@H:28]([C:30]([O:32][CH3:33])=[O:31])[CH3:29])=[O:26].